This data is from Forward reaction prediction with 1.9M reactions from USPTO patents (1976-2016). The task is: Predict the product of the given reaction. (1) Given the reactants [Cl:1][C:2]1[CH:7]=[C:6]([NH2:8])[C:5]([NH:9][CH:10]2[CH2:14][CH2:13][S:12](=[O:16])(=[O:15])[CH2:11]2)=[C:4]([F:17])[CH:3]=1.[Cl:18][CH2:19][C:20](OC)(OC)OC.CC1C=CC(S(OC)(=O)=O)=CC=1, predict the reaction product. The product is: [Cl:1][C:2]1[CH:3]=[C:4]([F:17])[C:5]2[N:9]([CH:10]3[CH2:14][CH2:13][S:12](=[O:15])(=[O:16])[CH2:11]3)[C:20]([CH2:19][Cl:18])=[N:8][C:6]=2[CH:7]=1. (2) Given the reactants N#N.[C:3]([SiH2:7][O:8][C:9]([CH3:23])([CH3:22])[C:10]1[O:11][CH:12]=[C:13]([CH2:15][N:16]2[CH:20]=[C:19]([NH2:21])[CH:18]=[N:17]2)[N:14]=1)([CH3:6])([CH3:5])[CH3:4].CCN(C(C)C)C(C)C.[CH:33]1[CH:38]=[C:37]([CH2:39][O:40][C:41](Cl)=[O:42])[C:36]([Cl:44])=[CH:35][CH:34]=1, predict the reaction product. The product is: [Cl:44][C:36]1[CH:35]=[CH:34][CH:33]=[CH:38][C:37]=1[CH2:39][O:40][C:41](=[O:42])[NH:21][C:19]1[CH:18]=[N:17][N:16]([CH2:15][C:13]2[N:14]=[C:10]([C:9]([CH3:23])([CH3:22])[O:8][SiH2:7][C:3]([CH3:6])([CH3:4])[CH3:5])[O:11][CH:12]=2)[CH:20]=1. (3) Given the reactants ClC1C=CC=C(C(OO)=[O:9])C=1.[CH3:12][S:13][C:14]1[N:26]=[CH:25][C:17]2=[CH:18][C:19]3[C:24]([N:16]2[N:15]=1)=[CH:23][CH:22]=[CH:21][CH:20]=3.C([O-])(O)=O.[Na+], predict the reaction product. The product is: [CH3:12][S:13]([C:14]1[N:26]=[CH:25][C:17]2=[CH:18][C:19]3[C:24]([N:16]2[N:15]=1)=[CH:23][CH:22]=[CH:21][CH:20]=3)=[O:9]. (4) Given the reactants Cl[C:2]1[N:7]=[C:6]([N:8]2[C@@H:12]([CH:13]([CH3:15])[CH3:14])[CH2:11][O:10][C:9]2=[O:16])[CH:5]=[CH:4][N:3]=1.Cl.[F:18][C:19]1[CH:24]=[CH:23][C:22]([N:25]2[CH:29]=[C:28]([CH:30]([NH2:32])[CH3:31])[CH:27]=[N:26]2)=[CH:21][CH:20]=1.CCN(C(C)C)C(C)C, predict the reaction product. The product is: [F:18][C:19]1[CH:20]=[CH:21][C:22]([N:25]2[CH:29]=[C:28]([C@H:30]([NH:32][C:2]3[N:7]=[C:6]([N:8]4[C@@H:12]([CH:13]([CH3:15])[CH3:14])[CH2:11][O:10][C:9]4=[O:16])[CH:5]=[CH:4][N:3]=3)[CH3:31])[CH:27]=[N:26]2)=[CH:23][CH:24]=1.[F:18][C:19]1[CH:20]=[CH:21][C:22]([N:25]2[CH:29]=[C:28]([C@@H:30]([NH:32][C:2]3[N:7]=[C:6]([N:8]4[C@@H:12]([CH:13]([CH3:15])[CH3:14])[CH2:11][O:10][C:9]4=[O:16])[CH:5]=[CH:4][N:3]=3)[CH3:31])[CH:27]=[N:26]2)=[CH:23][CH:24]=1. (5) Given the reactants [O:1]1[CH:5]=[CH:4][N:3]=[C:2]1[C:6]1([C:10]2[CH:15]=[CH:14][C:13]([NH2:16])=[CH:12][CH:11]=2)[CH2:9][CH2:8][CH2:7]1.[C:17]([NH:21][C:22]1[CH:27]=[C:26]([C:28]2[CH:33]=[CH:32][CH:31]=[CH:30][CH:29]=2)[N:25]=[C:24](Cl)[N:23]=1)([CH3:20])([CH3:19])[CH3:18], predict the reaction product. The product is: [C:17]([NH:21][C:22]1[CH:27]=[C:26]([C:28]2[CH:33]=[CH:32][CH:31]=[CH:30][CH:29]=2)[N:25]=[C:24]([NH:16][C:13]2[CH:12]=[CH:11][C:10]([C:6]3([C:2]4[O:1][CH:5]=[CH:4][N:3]=4)[CH2:9][CH2:8][CH2:7]3)=[CH:15][CH:14]=2)[N:23]=1)([CH3:20])([CH3:18])[CH3:19]. (6) Given the reactants [Cl:1][C:2]1[CH:3]=[CH:4][C:5]([O:29][CH:30]([F:32])[F:31])=[C:6]([C:8]2[C:12]([NH:13][C:14]([C:16]3[CH:17]=[N:18][N:19]4[CH:24]=[CH:23][CH:22]=[N:21][C:20]=34)=[O:15])=[CH:11][N:10]([CH2:25][C:26]([OH:28])=O)[N:9]=2)[CH:7]=1.Cl.[NH:34]1[CH2:39][CH2:38][CH:37]([C:40]([O:42][CH2:43][CH:44]2[CH2:49][CH2:48][N:47]([CH3:50])[CH2:46][CH2:45]2)=[O:41])[CH2:36][CH2:35]1.CCN(C(C)C)C(C)C.CN(C(ON1N=NC2C=CC=NC1=2)=[N+](C)C)C.F[P-](F)(F)(F)(F)F, predict the reaction product. The product is: [Cl:1][C:2]1[CH:3]=[CH:4][C:5]([O:29][CH:30]([F:32])[F:31])=[C:6]([C:8]2[C:12]([NH:13][C:14]([C:16]3[CH:17]=[N:18][N:19]4[CH:24]=[CH:23][CH:22]=[N:21][C:20]=34)=[O:15])=[CH:11][N:10]([CH2:25][C:26]([N:34]3[CH2:35][CH2:36][CH:37]([C:40]([O:42][CH2:43][CH:44]4[CH2:49][CH2:48][N:47]([CH3:50])[CH2:46][CH2:45]4)=[O:41])[CH2:38][CH2:39]3)=[O:28])[N:9]=2)[CH:7]=1.